Dataset: Catalyst prediction with 721,799 reactions and 888 catalyst types from USPTO. Task: Predict which catalyst facilitates the given reaction. Reactant: C[O:2][C:3]([C:5]1[CH:10]=[C:9]([CH3:11])[N:8]=[C:7]([N:12]2[CH2:16][CH:15]3[CH2:17][N:18]([C:20]([O:22][C:23]([CH3:26])([CH3:25])[CH3:24])=[O:21])[CH2:19][CH:14]3[CH2:13]2)[N:6]=1)=O.[Li+].[BH4-]. Product: [OH:2][CH2:3][C:5]1[CH:10]=[C:9]([CH3:11])[N:8]=[C:7]([N:12]2[CH2:16][CH:15]3[CH2:17][N:18]([C:20]([O:22][C:23]([CH3:26])([CH3:25])[CH3:24])=[O:21])[CH2:19][CH:14]3[CH2:13]2)[N:6]=1. The catalyst class is: 1.